From a dataset of Reaction yield outcomes from USPTO patents with 853,638 reactions. Predict the reaction yield, written as a fraction of the theoretical maximum amount of product (1.0 means a 100% yield; for example, 0.34 means a 34% yield). (1) The reactants are [CH2:1]([N:4]([C:15]1[C:20](=[O:21])[N:19]2[C@H:22]([C:28](=[O:50])[NH:29][CH2:30][C:31]3[CH:36]=[CH:35][C:34]([C:37]([NH:39][C:40]([O:42][CH2:43][C:44]4[CH:49]=[CH:48][CH:47]=[CH:46][CH:45]=4)=[O:41])=[NH:38])=[CH:33][CH:32]=3)[CH2:23][C@@H:24]([CH2:25][CH:26]=[CH2:27])[C:18]2=[N:17][CH:16]=1)[C:5](=[O:14])[O:6][CH2:7][C:8]1[CH:13]=[CH:12][CH:11]=[CH:10][CH:9]=1)[CH:2]=[CH2:3].[CH2:51]([C:54]1(CC=C)C2=NC=C(N(CC=C)C(OCC3C=CC=CC=3)=O)C(=O)N2[C@H](C(O)=O)C1)[CH:52]=C.Cl.C(OC(=O)NC(C1C=CC(CN)=CC=1)=N)C1C=CC=CC=1. No catalyst specified. The product is [CH2:1]([N:4]([C:15]1[C:20](=[O:21])[N:19]2[C@H:22]([C:28](=[O:50])[NH:29][CH2:30][C:31]3[CH:32]=[CH:33][C:34]([C:37]([NH:39][C:40]([O:42][CH2:43][C:44]4[CH:49]=[CH:48][CH:47]=[CH:46][CH:45]=4)=[O:41])=[NH:38])=[CH:35][CH:36]=3)[CH2:23][C:24]([CH2:54][CH:51]=[CH2:52])([CH2:25][CH:26]=[CH2:27])[C:18]2=[N:17][CH:16]=1)[C:5](=[O:14])[O:6][CH2:7][C:8]1[CH:9]=[CH:10][CH:11]=[CH:12][CH:13]=1)[CH:2]=[CH2:3]. The yield is 0.410. (2) The reactants are [O:1]1[C:10]2[C:5](=[CH:6][CH:7]=[CH:8][CH:9]=2)[C:4](=O)[CH2:3][CH2:2]1.C(N(CC)CC)C.Cl.[NH2:20][OH:21]. The product is [O:1]1[C:10]2[C:5](=[CH:6][CH:7]=[CH:8][CH:9]=2)[C:4](=[N:20][OH:21])[CH2:3][CH2:2]1. The yield is 1.00. The catalyst is CO.C(OCC)(=O)C.